This data is from Full USPTO retrosynthesis dataset with 1.9M reactions from patents (1976-2016). The task is: Predict the reactants needed to synthesize the given product. Given the product [F:26][C:23]1[CH:22]=[CH:21][C:20]([S:17]([N:15]([CH3:16])[CH:10]2[CH2:9][CH2:8][C:7]3[N:12]([C:4]4[N:3]=[CH:2][CH:14]=[CH:13][C:5]=4[C:6]=3[CH2:27][C:28]([OH:30])=[O:29])[CH2:11]2)(=[O:18])=[O:19])=[CH:25][CH:24]=1, predict the reactants needed to synthesize it. The reactants are: Cl[C:2]1[N:3]=[CH:4][C:5]2[C:6]([CH2:27][C:28]([OH:30])=[O:29])=[C:7]3[N:12]([C:13]=2[CH:14]=1)[CH2:11][CH:10]([N:15]([S:17]([C:20]1[CH:25]=[CH:24][C:23]([F:26])=[CH:22][CH:21]=1)(=[O:19])=[O:18])[CH3:16])[CH2:9][CH2:8]3.